Dataset: Full USPTO retrosynthesis dataset with 1.9M reactions from patents (1976-2016). Task: Predict the reactants needed to synthesize the given product. (1) Given the product [NH2:5][C:6]1[C:11]([NH2:12])=[CH:10][C:9]([NH2:13])=[C:8]([NH2:14])[C:7]=1[CH3:15], predict the reactants needed to synthesize it. The reactants are: Cl.Cl.Cl.Cl.[NH2:5][C:6]1[C:11]([NH2:12])=[CH:10][C:9]([NH2:13])=[C:8]([NH2:14])[C:7]=1[CH3:15].[Sn].[OH-].[Na+]. (2) Given the product [C:28]([CH2:29][NH:30][C:15]([C@@H:13]1[CH2:14][C@@H:10]([S:7]([C:1]2[CH:6]=[CH:5][CH:4]=[CH:3][CH:2]=2)(=[O:8])=[O:9])[CH2:11][C@H:12]1[C:18]([N:20]1[CH2:25][CH2:24][O:23][CH2:22][CH2:21]1)=[O:19])=[O:17])#[N:27], predict the reactants needed to synthesize it. The reactants are: [C:1]1([S:7]([C@@H:10]2[CH2:14][C@@H:13]([C:15]([OH:17])=O)[C@H:12]([C:18]([N:20]3[CH2:25][CH2:24][O:23][CH2:22][CH2:21]3)=[O:19])[CH2:11]2)(=[O:9])=[O:8])[CH:6]=[CH:5][CH:4]=[CH:3][CH:2]=1.Cl.[NH2:27][CH2:28][C:29]#[N:30].C(N(C(C)C)CC)(C)C.O.ON1C2C=CC=CC=2N=N1.Cl.CN(C)CCCN=C=NCC. (3) The reactants are: C(OC(=O)[NH:7][CH:8]([CH2:24][N:25]([CH2:28][CH3:29])[CH2:26][CH3:27])[CH2:9][C:10]1[CH:15]=[CH:14][C:13]([O:16][CH2:17][C:18]2[CH:23]=[CH:22][CH:21]=[CH:20][CH:19]=2)=[CH:12][CH:11]=1)(C)(C)C.FC(F)(F)C(O)=O. Given the product [CH2:17]([O:16][C:13]1[CH:12]=[CH:11][C:10]([CH2:9][C@H:8]([NH2:7])[CH2:24][N:25]([CH2:28][CH3:29])[CH2:26][CH3:27])=[CH:15][CH:14]=1)[C:18]1[CH:19]=[CH:20][CH:21]=[CH:22][CH:23]=1, predict the reactants needed to synthesize it. (4) The reactants are: [OH:1][C:2]1[C:27]([O:28][CH3:29])=[CH:26][C:5]2[C:6]3[N:11]([CH:12]([C:14]([CH3:19])([CH3:18])[CH2:15][O:16][CH3:17])[CH2:13][C:4]=2[CH:3]=1)[CH:10]=[C:9]([C:20]([O:22][CH2:23][CH3:24])=[O:21])[C:8](=[O:25])[CH:7]=3.C(=O)([O-])[O-].[K+].[K+].Br[CH2:37][C:38]([CH3:42])([CH3:41])[CH2:39][OH:40].O. Given the product [OH:40][CH2:39][C:38]([CH3:42])([CH3:41])[CH2:37][O:1][C:2]1[C:27]([O:28][CH3:29])=[CH:26][C:5]2[C:6]3[N:11]([CH:12]([C:14]([CH3:18])([CH3:19])[CH2:15][O:16][CH3:17])[CH2:13][C:4]=2[CH:3]=1)[CH:10]=[C:9]([C:20]([O:22][CH2:23][CH3:24])=[O:21])[C:8](=[O:25])[CH:7]=3, predict the reactants needed to synthesize it. (5) Given the product [C:4]([C:5]1[CH:6]=[C:7]([CH:14]=[C:15]([CH3:17])[CH:16]=1)[C:8]([N:10]([O:12][CH3:13])[CH3:11])=[O:9])(=[O:18])[C:25]1[CH:30]=[CH:29][CH:28]=[CH:27][CH:26]=1, predict the reactants needed to synthesize it. The reactants are: CON(C)[C:4](=[O:18])[C:5]1[CH:16]=[C:15]([CH3:17])[CH:14]=[C:7]([C:8]([N:10]([O:12][CH3:13])[CH3:11])=[O:9])[CH:6]=1.C1COCC1.[C:25]1([Mg]Br)[CH:30]=[CH:29][CH:28]=[CH:27][CH:26]=1. (6) Given the product [F:1][C:2]1[CH:3]=[CH:4][C:5]([CH3:33])=[C:6]([CH:32]=1)[O:7][CH2:8][C:9]1[C:10]([C:23]2[CH:28]=[CH:27][C:26]([O:29][C:38](=[O:39])[C:37]3[CH:41]=[CH:42][CH:43]=[C:35]([C:34]([O:45][CH3:46])=[O:44])[CH:36]=3)=[CH:25][C:24]=2[O:30][CH3:31])=[CH:11][CH:12]=[C:13]2[C:18]=1[N:17]([CH3:19])[C:16](=[O:20])[C:15]([CH3:22])([CH3:21])[NH:14]2, predict the reactants needed to synthesize it. The reactants are: [F:1][C:2]1[CH:3]=[CH:4][C:5]([CH3:33])=[C:6]([CH:32]=1)[O:7][CH2:8][C:9]1[C:10]([C:23]2[CH:28]=[CH:27][C:26]([OH:29])=[CH:25][C:24]=2[O:30][CH3:31])=[CH:11][CH:12]=[C:13]2[C:18]=1[N:17]([CH3:19])[C:16](=[O:20])[C:15]([CH3:22])([CH3:21])[NH:14]2.[C:34]([O:45][CH3:46])(=[O:44])[C:35]1[CH:43]=[CH:42][CH:41]=[C:37]([C:38]([O-])=[O:39])[CH:36]=1.C(N(CC)C(C)C)(C)C. (7) Given the product [Cl:12][C:13]([F:18])([F:17])[C:14]([C:5]1[CH:10]=[CH:9][CH:8]=[CH:7][C:6]=1[CH3:11])=[O:15], predict the reactants needed to synthesize it. The reactants are: [Mg].II.Br[C:5]1[CH:10]=[CH:9][CH:8]=[CH:7][C:6]=1[CH3:11].[Cl:12][C:13]([F:18])([F:17])[C:14](O)=[O:15].[Cl-].[NH4+].